From a dataset of Reaction yield outcomes from USPTO patents with 853,638 reactions. Predict the reaction yield, written as a fraction of the theoretical maximum amount of product (1.0 means a 100% yield; for example, 0.34 means a 34% yield). (1) The reactants are Cl[C:2]1[N:7]=[C:6]([NH:8][CH2:9][C:10]2[CH:15]=[CH:14][C:13]([O:16][CH3:17])=[C:12]([O:18][CH3:19])[CH:11]=2)[N:5]2[N:20]=[C:21]([C:23]3[O:24][CH:25]=[CH:26][CH:27]=3)[N:22]=[C:4]2[CH:3]=1.C(Cl)(Cl)Cl.[F-].[NH4+].[C:34]1([CH3:40])[CH:39]=[CH:38][CH:37]=[CH:36][CH:35]=1. No catalyst specified. The product is [CH3:19][O:18][C:12]1[CH:11]=[C:10]([CH:15]=[CH:14][C:13]=1[O:16][CH3:17])[CH2:9][NH:8][C:6]1[N:5]2[N:20]=[C:21]([C:23]3[O:24][CH:25]=[CH:26][CH:27]=3)[N:22]=[C:4]2[CH:3]=[C:2]([C:36]2[CH:37]=[CH:38][CH:39]=[C:34]([CH:40]3[O:18][CH2:12][CH2:13][O:16]3)[CH:35]=2)[N:7]=1. The yield is 0.890. (2) The reactants are [OH:1][C:2]1[CH:7]=[CH:6][C:5]([NH:8]C(=O)C)=[CH:4][CH:3]=1.C(=O)([O-])[O-].[K+].[K+].[ClH:18].[Cl:19][CH2:20][C:21]1[CH:26]=[CH:25][C:24]([CH3:27])=[CH:23][N:22]=1.O. The catalyst is C(O)C. The product is [ClH:19].[ClH:18].[CH3:27][C:24]1[CH:25]=[CH:26][C:21]([CH2:20][O:1][C:2]2[CH:3]=[CH:4][C:5]([NH2:8])=[CH:6][CH:7]=2)=[N:22][CH:23]=1. The yield is 0.850. (3) The catalyst is O1CCOCC1. The yield is 0.710. The product is [CH3:1][O:2][C:3]([C:5]1[N:6]([CH2:31][CH:32]=[O:35])[CH:7]=[C:8]([C:20](=[O:30])[NH:21][CH2:22][C:23]2[CH:28]=[CH:27][C:26]([F:29])=[CH:25][CH:24]=2)[C:9](=[O:19])[C:10]=1[O:11][CH2:12][C:13]1[CH:14]=[CH:15][CH:16]=[CH:17][CH:18]=1)=[O:4]. The reactants are [CH3:1][O:2][C:3]([C:5]1[N:6]([CH2:31][CH:32]=C)[CH:7]=[C:8]([C:20](=[O:30])[NH:21][CH2:22][C:23]2[CH:28]=[CH:27][C:26]([F:29])=[CH:25][CH:24]=2)[C:9](=[O:19])[C:10]=1[O:11][CH2:12][C:13]1[CH:18]=[CH:17][CH:16]=[CH:15][CH:14]=1)=[O:4].I([O-])(=O)(=O)=[O:35].[Na+].C(OCC)(=O)C.O. (4) The reactants are [NH:1]1[C:5]2[CH:6]=[CH:7][CH:8]=[CH:9][C:4]=2[N:3]=[C:2]1[CH:10]([NH:26][C:27](=[O:44])[C@@H:28]([NH:36]C(=O)OC(C)(C)C)[CH2:29][C:30]1[CH:35]=[CH:34][CH:33]=[CH:32][CH:31]=1)[CH2:11][C:12]1[CH:17]=[CH:16][C:15]([C:18]2[S:22](=[O:24])(=[O:23])[NH:21][C:20](=[O:25])[CH:19]=2)=[CH:14][CH:13]=1. The catalyst is FC(F)(F)C(O)=O.C(Cl)Cl. The product is [NH2:36][C@@H:28]([CH2:29][C:30]1[CH:31]=[CH:32][CH:33]=[CH:34][CH:35]=1)[C:27]([NH:26][C@H:10]([C:2]1[NH:1][C:5]2[CH:6]=[CH:7][CH:8]=[CH:9][C:4]=2[N:3]=1)[CH2:11][C:12]1[CH:17]=[CH:16][C:15]([C:18]2[S:22](=[O:24])(=[O:23])[NH:21][C:20](=[O:25])[CH:19]=2)=[CH:14][CH:13]=1)=[O:44]. The yield is 0.950.